Dataset: TCR-epitope binding with 47,182 pairs between 192 epitopes and 23,139 TCRs. Task: Binary Classification. Given a T-cell receptor sequence (or CDR3 region) and an epitope sequence, predict whether binding occurs between them. (1) The epitope is FLNGSCGSV. The TCR CDR3 sequence is CASSLTPTGGRGTDTQYF. Result: 1 (the TCR binds to the epitope). (2) The epitope is RPRGEVRFL. The TCR CDR3 sequence is CASSPTYDPYEQYF. Result: 0 (the TCR does not bind to the epitope). (3) The epitope is GLCTLVAML. The TCR CDR3 sequence is CASSLGSHTEAFF. Result: 1 (the TCR binds to the epitope). (4) The epitope is KLNVGDYFV. The TCR CDR3 sequence is CASSYSISRWQETQYF. Result: 1 (the TCR binds to the epitope). (5) The epitope is KMQRMLLEK. The TCR CDR3 sequence is CASSSEGNQETQYF. Result: 0 (the TCR does not bind to the epitope). (6) The epitope is VLQAVGACV. The TCR CDR3 sequence is CAISVAARGEQFF. Result: 0 (the TCR does not bind to the epitope). (7) The epitope is KLGGALQAK. The TCR CDR3 sequence is CASSFGPNYGYTF. Result: 1 (the TCR binds to the epitope). (8) The epitope is LLFGYPVYV. The TCR CDR3 sequence is CASRKGGSDTQYF. Result: 0 (the TCR does not bind to the epitope). (9) The epitope is ISDYDYYRY. The TCR CDR3 sequence is CASSSPGDYTYEQYF. Result: 0 (the TCR does not bind to the epitope). (10) The epitope is RLYYDSMSY. The TCR CDR3 sequence is CASSHQQGGEQYF. Result: 0 (the TCR does not bind to the epitope).